Dataset: Full USPTO retrosynthesis dataset with 1.9M reactions from patents (1976-2016). Task: Predict the reactants needed to synthesize the given product. (1) Given the product [C:18]([N:15]1[CH2:14][CH2:13][C:12]2([CH2:9][C:8](=[O:10])[C:3]3[C:2](=[CH:7][CH:6]=[CH:5][CH:4]=3)[O:1]2)[CH2:17][CH2:16]1)([O:20][C:21]([CH3:24])([CH3:23])[CH3:22])=[O:19], predict the reactants needed to synthesize it. The reactants are: [OH:1][C:2]1[CH:7]=[CH:6][CH:5]=[CH:4][C:3]=1[C:8](=[O:10])[CH3:9].O=[C:12]1[CH2:17][CH2:16][N:15]([C:18]([O:20][C:21]([CH3:24])([CH3:23])[CH3:22])=[O:19])[CH2:14][CH2:13]1.N1CCCC1. (2) Given the product [CH:13]([O:16][N:17]=[CH:6][C:5]1[C:4]([CH3:11])=[CH:3][C:2]([NH2:1])=[C:9]([CH3:10])[CH:8]=1)([CH3:15])[CH3:14], predict the reactants needed to synthesize it. The reactants are: [NH2:1][C:2]1[C:9]([CH3:10])=[CH:8][C:5]([CH:6]=O)=[C:4]([CH3:11])[CH:3]=1.Cl.[CH:13]([O:16][NH2:17])([CH3:15])[CH3:14].